This data is from Forward reaction prediction with 1.9M reactions from USPTO patents (1976-2016). The task is: Predict the product of the given reaction. (1) The product is: [F:42][C:39]1[CH:40]=[CH:41][C:36]([C:22]2[S:21][CH:20]([C:16]3[C:15]([O:43][CH2:44][C:45]([O:52][CH3:53])=[O:48])=[C:14]([CH:19]=[CH:18][CH:17]=3)[O:13][CH2:12][C:8]3[N:7]=[C:6]([C:4]([OH:3])=[O:5])[CH:11]=[CH:10][CH:9]=3)[N:24]([C:25](=[O:35])[C:26]3[C:27]([F:34])=[CH:28][C:29]([F:33])=[CH:30][C:31]=3[F:32])[N:23]=2)=[CH:37][CH:38]=1. Given the reactants C([O:3][C:4]([C:6]1[CH:11]=[CH:10][CH:9]=[C:8]([CH2:12][O:13][C:14]2[CH:19]=[CH:18][CH:17]=[C:16]([CH:20]3[N:24]([C:25](=[O:35])[C:26]4[C:31]([F:32])=[CH:30][C:29]([F:33])=[CH:28][C:27]=4[F:34])[N:23]=[C:22]([C:36]4[CH:41]=[CH:40][C:39]([F:42])=[CH:38][CH:37]=4)[S:21]3)[C:15]=2[O:43][CH2:44][C:45]#N)[N:7]=1)=[O:5])C.[Li+].[OH-:48].C1[CH2:53][O:52]CC1, predict the reaction product. (2) Given the reactants [CH3:1][N:2]1[C:6]([CH3:7])=[C:5]([CH:8]=O)[CH:4]=[N:3]1.[CH2:10]([NH2:12])[CH3:11], predict the reaction product. The product is: [CH2:10]([NH:12][CH2:8][C:5]1[CH:4]=[N:3][N:2]([CH3:1])[C:6]=1[CH3:7])[CH3:11]. (3) The product is: [C:33]([C:36]1[CH:37]=[C:38]([S:42]([NH:31][C:28]2[CH:29]=[CH:30][C:25]([CH2:24][C:12]3[N:11]([CH2:10][C:7]4[CH:6]=[CH:5][C:4]([C:3]([OH:2])=[O:32])=[CH:9][CH:8]=4)[CH:15]=[C:14]([C:16]4[CH:21]=[CH:20][C:19]([Cl:22])=[CH:18][C:17]=4[Cl:23])[N:13]=3)=[CH:26][CH:27]=2)(=[O:44])=[O:43])[CH:39]=[CH:40][CH:41]=1)(=[O:35])[CH3:34]. Given the reactants C[O:2][C:3](=[O:32])[C:4]1[CH:9]=[CH:8][C:7]([CH2:10][N:11]2[CH:15]=[C:14]([C:16]3[CH:21]=[CH:20][C:19]([Cl:22])=[CH:18][C:17]=3[Cl:23])[N:13]=[C:12]2[CH2:24][C:25]2[CH:30]=[CH:29][C:28]([NH2:31])=[CH:27][CH:26]=2)=[CH:6][CH:5]=1.[C:33]([C:36]1[CH:37]=[C:38]([S:42](Cl)(=[O:44])=[O:43])[CH:39]=[CH:40][CH:41]=1)(=[O:35])[CH3:34], predict the reaction product. (4) Given the reactants C[O:2][C:3](=[O:35])[C:4]1[CH:9]=[CH:8][C:7]([CH3:10])=[C:6]([C:11]2[CH:16]=[CH:15][N:14]=[CH:13][C:12]=2[N:17]([C:19](=[O:34])[C:20]2[CH:25]=[C:24]([C:26]([F:29])([F:28])[F:27])[CH:23]=[C:22]([C:30]([F:33])([F:32])[F:31])[CH:21]=2)[CH3:18])[CH:5]=1.O.O[Li].O.Cl, predict the reaction product. The product is: [F:33][C:30]([F:31])([F:32])[C:22]1[CH:21]=[C:20]([CH:25]=[C:24]([C:26]([F:29])([F:28])[F:27])[CH:23]=1)[C:19]([N:17]([CH3:18])[C:12]1[CH:13]=[N:14][CH:15]=[CH:16][C:11]=1[C:6]1[CH:5]=[C:4]([CH:9]=[CH:8][C:7]=1[CH3:10])[C:3]([OH:35])=[O:2])=[O:34]. (5) Given the reactants [O:1]1[CH2:3][C@H:2]1[CH2:4][N:5]1[CH2:14][CH2:13][C:12]2[C:7](=[CH:8][CH:9]=[CH:10][CH:11]=2)[CH2:6]1.[NH3:15], predict the reaction product. The product is: [NH2:15][CH2:3][C@H:2]([OH:1])[CH2:4][N:5]1[CH2:14][CH2:13][C:12]2[C:7](=[CH:8][CH:9]=[CH:10][CH:11]=2)[CH2:6]1. (6) Given the reactants [F:1][C:2]1[CH:7]=[CH:6][C:5]([C:8](=O)[CH2:9][C:10]([O:12][CH2:13][CH3:14])=[O:11])=[CH:4][CH:3]=1.[CH3:16]N(C(OC)OC)C.C(O)C.[C:27]1([NH:33][NH2:34])[CH:32]=[CH:31][CH:30]=[CH:29][CH:28]=1, predict the reaction product. The product is: [F:1][C:2]1[CH:7]=[CH:6][C:5]([C:8]2[N:33]([C:27]3[CH:32]=[CH:31][CH:30]=[CH:29][CH:28]=3)[N:34]=[CH:16][C:9]=2[C:10]([O:12][CH2:13][CH3:14])=[O:11])=[CH:4][CH:3]=1. (7) Given the reactants [CH3:1][C:2]1[CH:6]=[C:5]([C:7]2[CH:12]=[CH:11][C:10]([C:13]([F:16])([F:15])[F:14])=[CH:9][CH:8]=2)[S:4][C:3]=1[CH:17]=[O:18].FC(F)(F)C1C=CC(C2C=C(C(O)=[O:33])SC=2)=CC=1, predict the reaction product. The product is: [CH3:1][C:2]1[CH:6]=[C:5]([C:7]2[CH:8]=[CH:9][C:10]([C:13]([F:16])([F:14])[F:15])=[CH:11][CH:12]=2)[S:4][C:3]=1[C:17]([OH:33])=[O:18]. (8) Given the reactants [NH2:1][C:2]12[CH2:9][CH2:8][C:5]([F:10])([CH2:6][CH2:7]1)[CH2:4][CH2:3]2.Br[CH2:12][C:13]([N:15]1[CH2:19][C@@H:18]([F:20])[CH2:17][C@H:16]1[C:21]#[N:22])=[O:14], predict the reaction product. The product is: [F:10][C:5]12[CH2:8][CH2:9][C:2]([NH:1][CH2:12][C:13]([N:15]3[CH2:19][C@@H:18]([F:20])[CH2:17][C@H:16]3[C:21]#[N:22])=[O:14])([CH2:7][CH2:6]1)[CH2:3][CH2:4]2. (9) Given the reactants [CH3:1][O:2][C:3]1[CH:4]=[C:5]2[C:9](=[CH:10][CH:11]=1)[NH:8][CH:7]=[CH:6]2.Br[CH2:13][CH2:14][OH:15], predict the reaction product. The product is: [CH3:1][O:2][C:3]1[CH:4]=[C:5]2[C:9](=[CH:10][CH:11]=1)[N:8]([CH2:13][CH2:14][OH:15])[CH:7]=[CH:6]2.